This data is from Reaction yield outcomes from USPTO patents with 853,638 reactions. The task is: Predict the reaction yield, written as a fraction of the theoretical maximum amount of product (1.0 means a 100% yield; for example, 0.34 means a 34% yield). (1) The reactants are [CH3:1][O:2][C:3]1[CH:4]=[N:5][C:6]([C:9]2[O:17][C:12]3=[CH:13][N:14]=[CH:15][CH:16]=[C:11]3[C:10]=2[OH:18])=[N:7][CH:8]=1.N1C=CC=CC=1.[O:25](S(C(F)(F)F)(=O)=O)[S:26]([C:29]([F:32])([F:31])[F:30])(=O)=[O:27]. The catalyst is ClCCl. The product is [F:30][C:29]([F:32])([F:31])[S:26]([O:18][C:10]1[C:11]2[C:12](=[CH:13][N:14]=[CH:15][CH:16]=2)[O:17][C:9]=1[C:6]1[N:7]=[CH:8][C:3]([O:2][CH3:1])=[CH:4][N:5]=1)(=[O:27])=[O:25]. The yield is 0.510. (2) The reactants are [CH2:1]([O:8][C:9]1[CH:14]=[CH:13][C:12]([CH2:15][C:16](Cl)=[N:17][OH:18])=[CH:11][CH:10]=1)[C:2]1[CH:7]=[CH:6][CH:5]=[CH:4][CH:3]=1.O1CCCC1.[C:25]([C:27]1[C:28]([NH2:33])=[N:29][CH:30]=[CH:31][CH:32]=1)#[CH:26].C(N(CC)CC)C. The catalyst is O. The product is [CH2:1]([O:8][C:9]1[CH:14]=[CH:13][C:12]([CH2:15][C:16]2[CH:26]=[C:25]([C:27]3[C:28]([NH2:33])=[N:29][CH:30]=[CH:31][CH:32]=3)[O:18][N:17]=2)=[CH:11][CH:10]=1)[C:2]1[CH:7]=[CH:6][CH:5]=[CH:4][CH:3]=1. The yield is 0.150. (3) The reactants are C(OC([NH:8][CH2:9][CH2:10][S:11][C:12]1[N:21]=[CH:20][C:19]([O:22][CH3:23])=[CH:18][C:13]=1[C:14]([O:16][CH3:17])=[O:15])=O)(C)(C)C.Cl. The catalyst is O1CCOCC1. The product is [NH2:8][CH2:9][CH2:10][S:11][C:12]1[N:21]=[CH:20][C:19]([O:22][CH3:23])=[CH:18][C:13]=1[C:14]([O:16][CH3:17])=[O:15]. The yield is 0.760. (4) The reactants are Cl[C:2]1[N:3]=[C:4]([NH:13][CH:14]2[CH2:19][CH2:18][CH:17]([N:20]3[CH2:25][CH2:24][O:23][CH2:22][CH2:21]3)[CH2:16][CH2:15]2)[C:5]2[N:10]=[C:9]([CH2:11][CH3:12])[S:8][C:6]=2[N:7]=1.[CH3:26][N:27]1[CH:31]=[C:30]([NH2:32])[CH:29]=[N:28]1.Cl. The catalyst is C(O)(C)C.O. The product is [CH2:11]([C:9]1[S:8][C:6]2[N:7]=[C:2]([NH:32][C:30]3[CH:29]=[N:28][N:27]([CH3:26])[CH:31]=3)[N:3]=[C:4]([NH:13][C@H:14]3[CH2:19][CH2:18][C@H:17]([N:20]4[CH2:25][CH2:24][O:23][CH2:22][CH2:21]4)[CH2:16][CH2:15]3)[C:5]=2[N:10]=1)[CH3:12]. The yield is 0.680.